Dataset: CYP2C19 inhibition data for predicting drug metabolism from PubChem BioAssay. Task: Regression/Classification. Given a drug SMILES string, predict its absorption, distribution, metabolism, or excretion properties. Task type varies by dataset: regression for continuous measurements (e.g., permeability, clearance, half-life) or binary classification for categorical outcomes (e.g., BBB penetration, CYP inhibition). Dataset: cyp2c19_veith. (1) The molecule is CCOc1ccc(NC(=S)NC(=O)/C=C/c2ccc(C)cc2)c([N+](=O)[O-])c1. The result is 1 (inhibitor). (2) The drug is COc1ccc(CCNc2c(C)c(C)nc3ncnn23)cc1. The result is 1 (inhibitor). (3) The compound is O=C(Nc1ncc(Cc2cccc(Cl)c2)s1)c1cccs1. The result is 1 (inhibitor).